From a dataset of NCI-60 drug combinations with 297,098 pairs across 59 cell lines. Regression. Given two drug SMILES strings and cell line genomic features, predict the synergy score measuring deviation from expected non-interaction effect. (1) Drug 1: CCCCC(=O)OCC(=O)C1(CC(C2=C(C1)C(=C3C(=C2O)C(=O)C4=C(C3=O)C=CC=C4OC)O)OC5CC(C(C(O5)C)O)NC(=O)C(F)(F)F)O. Drug 2: B(C(CC(C)C)NC(=O)C(CC1=CC=CC=C1)NC(=O)C2=NC=CN=C2)(O)O. Cell line: ACHN. Synergy scores: CSS=76.8, Synergy_ZIP=7.34, Synergy_Bliss=8.68, Synergy_Loewe=-1.44, Synergy_HSA=7.94. (2) Drug 1: CNC(=O)C1=NC=CC(=C1)OC2=CC=C(C=C2)NC(=O)NC3=CC(=C(C=C3)Cl)C(F)(F)F. Drug 2: CC12CCC3C(C1CCC2OP(=O)(O)O)CCC4=C3C=CC(=C4)OC(=O)N(CCCl)CCCl.[Na+]. Cell line: HS 578T. Synergy scores: CSS=2.02, Synergy_ZIP=2.01, Synergy_Bliss=9.76, Synergy_Loewe=5.87, Synergy_HSA=6.10.